This data is from Reaction yield outcomes from USPTO patents with 853,638 reactions. The task is: Predict the reaction yield, written as a fraction of the theoretical maximum amount of product (1.0 means a 100% yield; for example, 0.34 means a 34% yield). The reactants are Cl[C:2]1[N:3]=[CH:4][C:5]2[S:10][CH:9]=[C:8]([N:11]([CH3:24])[C:12]3[CH:17]=[C:16]([O:18][CH3:19])[C:15]([O:20][CH3:21])=[C:14]([O:22][CH3:23])[CH:13]=3)[C:6]=2[N:7]=1.[O:25]1[CH2:30][CH2:29][N:28]([C:31]2[N:36]=[CH:35][C:34]([NH2:37])=[CH:33][CH:32]=2)[CH2:27][CH2:26]1. No catalyst specified. The product is [CH3:24][N:11]([C:12]1[CH:17]=[C:16]([O:18][CH3:19])[C:15]([O:20][CH3:21])=[C:14]([O:22][CH3:23])[CH:13]=1)[C:8]1[C:6]2[N:7]=[C:2]([NH:37][C:34]3[CH:35]=[N:36][C:31]([N:28]4[CH2:27][CH2:26][O:25][CH2:30][CH2:29]4)=[CH:32][CH:33]=3)[N:3]=[CH:4][C:5]=2[S:10][CH:9]=1. The yield is 0.760.